This data is from Reaction yield outcomes from USPTO patents with 853,638 reactions. The task is: Predict the reaction yield, written as a fraction of the theoretical maximum amount of product (1.0 means a 100% yield; for example, 0.34 means a 34% yield). (1) The reactants are [F:1][C:2]1[CH:7]=[CH:6][C:5]([C:8]#[C:9][C@:10]2([OH:17])[CH2:14][CH2:13][N:12]([CH3:15])[C:11]2=[O:16])=[CH:4][C:3]=1[C:18]1[N:23]=[C:22]([C:24]([O-:26])=O)[C:21]([NH:27][CH2:28][CH2:29][O:30][CH3:31])=[N:20][CH:19]=1.[NH3:32]. The product is [F:1][C:2]1[CH:7]=[CH:6][C:5]([C:8]#[C:9][C@:10]2([OH:17])[CH2:14][CH2:13][N:12]([CH3:15])[C:11]2=[O:16])=[CH:4][C:3]=1[C:18]1[N:23]=[C:22]([C:24]([NH2:32])=[O:26])[C:21]([NH:27][CH2:28][CH2:29][O:30][CH3:31])=[N:20][CH:19]=1. The yield is 0.200. No catalyst specified. (2) The reactants are C[O:2][C:3]1[CH:8]=[CH:7][C:6]([CH2:9][CH2:10][CH2:11][C:12]2[CH:17]=[CH:16][CH:15]=[CH:14][CH:13]=2)=[CH:5][N:4]=1.Br[CH2:19][C:20]1[CH:25]=[CH:24][C:23]([Cl:26])=[CH:22][C:21]=1[F:27]. No catalyst specified. The product is [Cl:26][C:23]1[CH:24]=[CH:25][C:20]([CH2:19][N:4]2[CH:5]=[C:6]([CH2:9][CH2:10][CH2:11][C:12]3[CH:17]=[CH:16][CH:15]=[CH:14][CH:13]=3)[CH:7]=[CH:8][C:3]2=[O:2])=[C:21]([F:27])[CH:22]=1. The yield is 0.480. (3) The reactants are [C:1]([O:4][C@H:5]1[C@H:10]([O:11][C:12](=O)[CH3:13])[C@@H:9]([CH2:15][O:16][C:17](=O)[CH3:18])[O:8][CH:7]=[CH:6]1)(=O)[CH3:2].C[O-].[Na+].[H-].[Na+].[CH:25]1[CH:30]=[CH:29][C:28]([CH2:31]Br)=CC=1. The catalyst is CO. The product is [CH2:1]([O:4][C@H:5]1[C@H:10]([O:11][CH2:12][C:13]2[CH:9]=[CH:10][CH:5]=[CH:6][CH:7]=2)[C@@H:9]([CH2:15][O:16][CH2:17][C:18]2[CH:31]=[CH:28][CH:29]=[CH:30][CH:25]=2)[O:8][CH:7]=[CH:6]1)[C:2]1[CH:31]=[CH:28][CH:29]=[CH:30][CH:25]=1. The yield is 0.940. (4) The reactants are [F:1][C:2]1[CH:10]=[C:6]([C:7]([OH:9])=O)[C:5]([OH:11])=[CH:4][CH:3]=1.[F:12][C:13]([F:26])([F:25])[C:14]1[CH:15]=[C:16]([CH:18]=[C:19]([C:21]([F:24])([F:23])[F:22])[CH:20]=1)[NH2:17]. No catalyst specified. The product is [F:12][C:13]([F:25])([F:26])[C:14]1[CH:15]=[C:16]([NH:17][C:7](=[O:9])[C:6]2[CH:10]=[C:2]([F:1])[CH:3]=[CH:4][C:5]=2[OH:11])[CH:18]=[C:19]([C:21]([F:22])([F:24])[F:23])[CH:20]=1. The yield is 0.587. (5) The reactants are [OH:1][CH2:2][C@@H:3]1[CH2:7][O:6][C:5]([CH3:9])([CH3:8])[N:4]1[C:10]([O:12][C:13]([CH3:16])([CH3:15])[CH3:14])=[O:11].[C:17]1(O)[CH:22]=[CH:21][CH:20]=[CH:19][CH:18]=1.C1(P(C2C=CC=CC=2)C2C=CC=CC=2)C=CC=CC=1.N(C(OC(C)(C)C)=O)=NC(OC(C)(C)C)=O. The catalyst is C1COCC1. The product is [C:13]([O:12][C:10]([N:4]1[C@H:3]([CH2:2][O:1][C:17]2[CH:22]=[CH:21][CH:20]=[CH:19][CH:18]=2)[CH2:7][O:6][C:5]1([CH3:8])[CH3:9])=[O:11])([CH3:16])([CH3:15])[CH3:14]. The yield is 0.630. (6) The reactants are [CH3:1][O:2][C:3](=[O:28])[CH2:4][N:5]1[C:10](=[O:11])[C:9]([Cl:12])=[C:8](Cl)[N:7]=[C:6]1[N:14]1[CH2:19][CH2:18][CH:17]([NH:20][C:21]([O:23][C:24]([CH3:27])([CH3:26])[CH3:25])=[O:22])[CH2:16][CH2:15]1.[C:29]([C:31]1[CH:36]=[CH:35][C:34](B(O)O)=[CH:33][C:32]=1[F:40])#[N:30].C([O-])([O-])=O.[Na+].[Na+].O. The catalyst is CN(C=O)C.C1C=CC([P]([Pd]([P](C2C=CC=CC=2)(C2C=CC=CC=2)C2C=CC=CC=2)([P](C2C=CC=CC=2)(C2C=CC=CC=2)C2C=CC=CC=2)[P](C2C=CC=CC=2)(C2C=CC=CC=2)C2C=CC=CC=2)(C2C=CC=CC=2)C2C=CC=CC=2)=CC=1. The product is [CH3:1][O:2][C:3](=[O:28])[CH2:4][N:5]1[C:10](=[O:11])[C:9]([Cl:12])=[C:8]([C:34]2[CH:35]=[CH:36][C:31]([C:29]#[N:30])=[C:32]([F:40])[CH:33]=2)[N:7]=[C:6]1[N:14]1[CH2:19][CH2:18][CH:17]([NH:20][C:21]([O:23][C:24]([CH3:27])([CH3:25])[CH3:26])=[O:22])[CH2:16][CH2:15]1. The yield is 0.430. (7) The reactants are Cl[CH2:2][C:3]1[O:7][N:6]=[C:5]([C:8]2[CH:13]=[CH:12][C:11]([CH3:14])=[CH:10][CH:9]=2)[N:4]=1.[CH:15]([NH:18]C(C)C)([CH3:17])[CH3:16].C(=O)([O-])[O-].[K+].[K+]. The catalyst is C(#N)C. The product is [CH:15]([NH:18][CH2:2][C:3]1[O:7][N:6]=[C:5]([C:8]2[CH:13]=[CH:12][C:11]([CH3:14])=[CH:10][CH:9]=2)[N:4]=1)([CH3:17])[CH3:16]. The yield is 0.910. (8) The reactants are [Br:1][C:2]1[N:3]=[C:4]([C:9]2[O:10][C:11]([C:14]3[CH:19]=[CH:18][CH:17]=[CH:16][CH:15]=3)=[N:12][N:13]=2)[C:5]([NH2:8])=[N:6][CH:7]=1.[CH3:20][C:21]([O:24][C:25](O[C:25]([O:24][C:21]([CH3:23])([CH3:22])[CH3:20])=[O:26])=[O:26])([CH3:23])[CH3:22].C(N(CC)CC)C. The catalyst is C(Cl)Cl.CN(C1C=CN=CC=1)C. The product is [Br:1][C:2]1[N:3]=[C:4]([C:9]2[O:10][C:11]([C:14]3[CH:19]=[CH:18][CH:17]=[CH:16][CH:15]=3)=[N:12][N:13]=2)[C:5]([NH:8][C:25](=[O:26])[O:24][C:21]([CH3:23])([CH3:22])[CH3:20])=[N:6][CH:7]=1. The yield is 0.780. (9) The reactants are [F:1][C:2]1[CH:22]=[C:21]([N+:23]([O-:25])=[O:24])[CH:20]=[CH:19][C:3]=1[O:4][C:5]1[CH:10]=[CH:9][N:8]=[C:7]2[CH:11]=[C:12]([C:14]3[N:15]=[CH:16][NH:17][CH:18]=3)[S:13][C:6]=12.[H-].[Na+].[CH2:28](Cl)[O:29][CH3:30]. The catalyst is CN(C=O)C. The product is [F:1][C:2]1[CH:22]=[C:21]([N+:23]([O-:25])=[O:24])[CH:20]=[CH:19][C:3]=1[O:4][C:5]1[CH:10]=[CH:9][N:8]=[C:7]2[CH:11]=[C:12]([C:14]3[N:15]=[CH:16][N:17]([CH2:28][O:29][CH3:30])[CH:18]=3)[S:13][C:6]=12. The yield is 0.360.